This data is from Forward reaction prediction with 1.9M reactions from USPTO patents (1976-2016). The task is: Predict the product of the given reaction. (1) Given the reactants [NH2:1][C:2]1[O:6][N:5]=[C:4]([C:7]2[CH:12]=[CH:11][CH:10]=[CH:9][C:8]=2[O:13][C:14]([F:17])([F:16])[F:15])[C:3]=1[C:18]([OH:20])=O.Cl.C(N=C=NCCCN(C)C)C.OC1C2N=NNC=2C=CC=1.[N:43]1([C:49]2[CH:54]=[CH:53][C:52]([OH:55])=[CH:51][CH:50]=2)[CH2:48][CH2:47][NH:46][CH2:45][CH2:44]1, predict the reaction product. The product is: [NH2:1][C:2]1[O:6][N:5]=[C:4]([C:7]2[CH:12]=[CH:11][CH:10]=[CH:9][C:8]=2[O:13][C:14]([F:15])([F:16])[F:17])[C:3]=1[C:18]([N:46]1[CH2:45][CH2:44][N:43]([C:49]2[CH:50]=[CH:51][C:52]([OH:55])=[CH:53][CH:54]=2)[CH2:48][CH2:47]1)=[O:20]. (2) The product is: [C:1]([C:4]1[C:22](=[O:23])[C@@:8]2([CH3:24])[C:9]3[C:15]([OH:16])=[CH:14][C:13]([O:17][CH3:18])=[C:12]([C:19]([NH:21][CH2:44][C:37]4[C:38]5[C:43](=[CH:42][CH:41]=[CH:40][CH:39]=5)[C:34]([O:33][CH2:32][C:31]5[CH:46]=[CH:47][C:28]([C:27]([F:26])([F:48])[F:49])=[CH:29][CH:30]=5)=[CH:35][CH:36]=4)=[O:20])[C:10]=3[O:11][C:7]2=[CH:6][C:5]=1[OH:25])(=[O:3])[CH3:2]. Given the reactants [C:1]([C:4]1[C:22](=[O:23])[C@@:8]2([CH3:24])[C:9]3[C:15]([OH:16])=[CH:14][C:13]([O:17][CH3:18])=[C:12]([C:19]([NH2:21])=[O:20])[C:10]=3[O:11][C:7]2=[CH:6][C:5]=1[OH:25])(=[O:3])[CH3:2].[F:26][C:27]([F:49])([F:48])[C:28]1[CH:47]=[CH:46][C:31]([CH2:32][O:33][C:34]2[C:43]3[C:38](=[CH:39][CH:40]=[CH:41][CH:42]=3)[C:37]([CH:44]=O)=[CH:36][CH:35]=2)=[CH:30][CH:29]=1.C([SiH](CC)CC)C.FC(F)(F)C(O)=O, predict the reaction product. (3) Given the reactants C([O:8][C:9]1[N:14]=[C:13]([O:15]CC2C=CC=CC=2)[C:12]([CH:23]([CH3:25])[CH3:24])=[C:11]([O:26][C:27]2[CH:32]=[C:31]([CH3:33])[CH:30]=[C:29]([CH3:34])[C:28]=2[CH3:35])[N:10]=1)C1C=CC=CC=1.[H][H], predict the reaction product. The product is: [CH:23]([C:12]1[C:13](=[O:15])[NH:14][C:9](=[O:8])[NH:10][C:11]=1[O:26][C:27]1[CH:32]=[C:31]([CH3:33])[CH:30]=[C:29]([CH3:34])[C:28]=1[CH3:35])([CH3:25])[CH3:24]. (4) Given the reactants C([CH:8]([NH2:24])[CH2:9][CH2:10][NH:11][C:12]([P:14]([O:20][CH:21]([CH3:23])[CH3:22])([O:16][CH:17]([CH3:19])[CH3:18])=[O:15])=[O:13])(OC(C)(C)C)=O.CCN(CC)CC.[O:32]([C:39]1[CH:44]=[CH:43][C:42]([S:45](Cl)(=[O:47])=[O:46])=[CH:41][CH:40]=1)[C:33]1[CH:38]=[CH:37][CH:36]=[CH:35][CH:34]=1, predict the reaction product. The product is: [O:32]([C:39]1[CH:44]=[CH:43][C:42]([S:45]([NH:24][CH2:8][CH2:9][CH2:10][NH:11][C:12]([P:14]([O:16][CH:17]([CH3:18])[CH3:19])([O:20][CH:21]([CH3:22])[CH3:23])=[O:15])=[O:13])(=[O:47])=[O:46])=[CH:41][CH:40]=1)[C:33]1[CH:34]=[CH:35][CH:36]=[CH:37][CH:38]=1. (5) Given the reactants [CH3:1][CH:2]1[CH2:7][CH2:6][C:5](=O)[CH:4]([CH2:9][C:10](=O)[CH3:11])[CH2:3]1.[NH2:13][C:14]1[CH:22]=[CH:21][C:17]([C:18]([OH:20])=[O:19])=[CH:16][CH:15]=1, predict the reaction product. The product is: [CH3:11][C:10]1[N:13]([C:14]2[CH:22]=[CH:21][C:17]([C:18]([OH:20])=[O:19])=[CH:16][CH:15]=2)[C:5]2[CH2:6][CH2:7][CH:2]([CH3:1])[CH2:3][C:4]=2[CH:9]=1. (6) Given the reactants Cl[C:2]1[C:3]([O:8][C:9]2[CH:14]=[CH:13][C:12]([NH:15][C:16]3[CH:21]=[CH:20][CH:19]=[CH:18][N:17]=3)=[CH:11][CH:10]=2)=[N:4][CH:5]=[CH:6][N:7]=1.[NH:22]1[CH2:26][CH2:25][CH:24]([C:27]([OH:30])([CH3:29])[CH3:28])[CH2:23]1, predict the reaction product. The product is: [N:17]1[CH:18]=[CH:19][CH:20]=[CH:21][C:16]=1[NH:15][C:12]1[CH:13]=[CH:14][C:9]([O:8][C:3]2[C:2]([N:22]3[CH2:26][CH2:25][CH:24]([C:27]([OH:30])([CH3:29])[CH3:28])[CH2:23]3)=[N:7][CH:6]=[CH:5][N:4]=2)=[CH:10][CH:11]=1. (7) Given the reactants CN(C)CCN(C)C.[F:9][C:10]1[CH:11]=[C:12]([Mg]Br)[CH:13]=[C:14]([F:16])[CH:15]=1.[O-]S(C(F)(F)F)(=O)=O.C([B+]CCCC)CCC.[CH3:36][S:37]([C:40]1[CH:45]=[CH:44][C:43](/[CH:46]=[CH:47]/[C:48]([N:50]2[C@H:54]([C:55]3[CH:60]=[CH:59][CH:58]=[CH:57][CH:56]=3)[C@H:53]([CH3:61])[N:52]([CH3:62])[C:51]2=[O:63])=[O:49])=[CH:42][CH:41]=1)(=[O:39])=[O:38], predict the reaction product. The product is: [CH3:36][S:37]([C:40]1[CH:41]=[CH:42][C:43]([C@H:46]([C:12]2[CH:11]=[C:10]([F:9])[CH:15]=[C:14]([F:16])[CH:13]=2)[CH2:47][C:48]([N:50]2[C@H:54]([C:55]3[CH:60]=[CH:59][CH:58]=[CH:57][CH:56]=3)[C@H:53]([CH3:61])[N:52]([CH3:62])[C:51]2=[O:63])=[O:49])=[CH:44][CH:45]=1)(=[O:38])=[O:39]. (8) Given the reactants [OH:1][C:2]1[CH:14]=[C:13]([CH:15]([CH3:17])[CH3:16])[CH:12]=[C:11]2[C:3]=1[C:4](=[O:18])[CH2:5][C:6]1([O:10]2)[CH2:9][CH2:8][CH2:7]1.[CH3:19][O:20]C(Cl)Cl, predict the reaction product. The product is: [OH:1][C:2]1[C:14]([CH:19]=[O:20])=[C:13]([CH:15]([CH3:16])[CH3:17])[CH:12]=[C:11]2[C:3]=1[C:4](=[O:18])[CH2:5][C:6]1([O:10]2)[CH2:7][CH2:8][CH2:9]1.